From a dataset of Peptide-MHC class II binding affinity with 134,281 pairs from IEDB. Regression. Given a peptide amino acid sequence and an MHC pseudo amino acid sequence, predict their binding affinity value. This is MHC class II binding data. The peptide sequence is SGLFQFIFFLLLAGR. The MHC is DRB3_0101 with pseudo-sequence DRB3_0101. The binding affinity (normalized) is 0.169.